From a dataset of Forward reaction prediction with 1.9M reactions from USPTO patents (1976-2016). Predict the product of the given reaction. (1) The product is: [CH2:1]([O:3][C:4](=[O:27])[CH2:5][CH2:6][C:7]1[CH:12]=[CH:11][C:10]([C:13]2[CH:14]=[CH:15][C:16]([O:19][CH2:20][CH2:21][CH2:22][CH2:23][CH2:24][CH2:25][CH3:26])=[CH:17][CH:18]=2)=[CH:9][CH:8]=1)[CH3:2]. Given the reactants [CH2:1]([O:3][C:4](=[O:27])[CH:5]=[CH:6][C:7]1[CH:12]=[CH:11][C:10]([C:13]2[CH:18]=[CH:17][C:16]([O:19][CH2:20][CH2:21][CH2:22][CH2:23][CH2:24][CH2:25][CH3:26])=[CH:15][CH:14]=2)=[CH:9][CH:8]=1)[CH3:2], predict the reaction product. (2) Given the reactants [CH2:1]([O:3][C:4]([C:6]1[CH2:10][CH2:9][CH2:8][C:7]=1[C:11]1[C:19]2[C:14](=[CH:15][CH:16]=[C:17]([C:20]#[N:21])[CH:18]=2)[NH:13][CH:12]=1)=[O:5])[CH3:2], predict the reaction product. The product is: [CH2:1]([O:3][C:4]([C@@H:6]1[CH2:10][CH2:9][CH2:8][C@@H:7]1[C:11]1[C:19]2[C:14](=[CH:15][CH:16]=[C:17]([C:20]#[N:21])[CH:18]=2)[NH:13][CH:12]=1)=[O:5])[CH3:2]. (3) Given the reactants Br[C:2]1[CH:3]=[C:4]2[C:9](=[CH:10][CH:11]=1)[NH:8][C:7](=[O:12])[CH:6]([OH:13])[CH2:5]2.[F:14][C:15]([F:26])([F:25])[C:16]1[CH:21]=[CH:20][C:19](B(O)O)=[CH:18][CH:17]=1.C(=O)([O-])[O-].[K+].[K+].O1CCOCC1, predict the reaction product. The product is: [OH:13][CH:6]1[CH2:5][C:4]2[C:9](=[CH:10][CH:11]=[C:2]([C:19]3[CH:20]=[CH:21][C:16]([C:15]([F:26])([F:25])[F:14])=[CH:17][CH:18]=3)[CH:3]=2)[NH:8][C:7]1=[O:12]. (4) Given the reactants [CH3:1][N:2]([S:20]([C:23]1[S:24][CH:25]=[CH:26][CH:27]=1)(=[O:22])=[O:21])[C:3]1[CH:4]=[C:5]([O:15][C:16]([F:19])([F:18])[F:17])[CH:6]=[C:7]2[C:11]=1[NH:10][C:9]([C:12](O)=[O:13])=[CH:8]2.[N:28]1(O)C2C=CC=CC=2N=N1.Cl.CN(C)CCCN=C=NCC.N, predict the reaction product. The product is: [CH3:1][N:2]([S:20]([C:23]1[S:24][CH:25]=[CH:26][CH:27]=1)(=[O:21])=[O:22])[C:3]1[CH:4]=[C:5]([O:15][C:16]([F:19])([F:18])[F:17])[CH:6]=[C:7]2[C:11]=1[NH:10][C:9]([C:12]([NH2:28])=[O:13])=[CH:8]2. (5) Given the reactants [NH:1]1[CH:8]=[CH:7][C:5]([NH2:6])=[N:4][C:2]1=[O:3].N1C=CC=CC=1.[C:15](OC(=O)C)(=[O:17])[CH3:16], predict the reaction product. The product is: [C:15]([NH:6][C:5]1[CH:7]=[CH:8][NH:1][C:2](=[O:3])[N:4]=1)(=[O:17])[CH3:16]. (6) Given the reactants C(OC([N:8]1[CH2:17][C:16]2[N:12]([CH:13]=[N:14][N:15]=2)[C:11]2[CH:18]=[C:19]([F:22])[CH:20]=[CH:21][C:10]=2[CH2:9]1)=O)(C)(C)C.[F:23][C:24]([F:29])([F:28])[C:25]([OH:27])=[O:26].CO, predict the reaction product. The product is: [F:23][C:24]([F:29])([F:28])[C:25]([OH:27])=[O:26].[F:22][C:19]1[CH:20]=[CH:21][C:10]2[CH2:9][NH:8][CH2:17][C:16]3[N:12]([CH:13]=[N:14][N:15]=3)[C:11]=2[CH:18]=1.